This data is from NCI-60 drug combinations with 297,098 pairs across 59 cell lines. The task is: Regression. Given two drug SMILES strings and cell line genomic features, predict the synergy score measuring deviation from expected non-interaction effect. (1) Drug 1: C1CCC(CC1)NC(=O)N(CCCl)N=O. Synergy scores: CSS=31.6, Synergy_ZIP=-6.73, Synergy_Bliss=-3.82, Synergy_Loewe=-3.42, Synergy_HSA=-3.50. Drug 2: C1=CC=C(C=C1)NC(=O)CCCCCCC(=O)NO. Cell line: SNB-19. (2) Drug 2: CN1C2=C(C=C(C=C2)N(CCCl)CCCl)N=C1CCCC(=O)O.Cl. Cell line: OVCAR-8. Drug 1: C1C(C(OC1N2C=C(C(=O)NC2=O)F)CO)O. Synergy scores: CSS=22.7, Synergy_ZIP=-7.09, Synergy_Bliss=-3.13, Synergy_Loewe=-19.0, Synergy_HSA=-1.76. (3) Drug 1: CCCCCOC(=O)NC1=NC(=O)N(C=C1F)C2C(C(C(O2)C)O)O. Drug 2: CC(C)(C#N)C1=CC(=CC(=C1)CN2C=NC=N2)C(C)(C)C#N. Cell line: OVCAR-4. Synergy scores: CSS=-4.96, Synergy_ZIP=3.20, Synergy_Bliss=-0.350, Synergy_Loewe=-7.50, Synergy_HSA=-6.68. (4) Drug 1: C1=CC(=CC=C1CCCC(=O)O)N(CCCl)CCCl. Drug 2: C(CC(=O)O)C(=O)CN.Cl. Cell line: HCT116. Synergy scores: CSS=38.7, Synergy_ZIP=-0.712, Synergy_Bliss=-5.82, Synergy_Loewe=-7.70, Synergy_HSA=-4.54. (5) Synergy scores: CSS=1.71, Synergy_ZIP=5.00, Synergy_Bliss=2.09, Synergy_Loewe=-3.98, Synergy_HSA=-0.272. Drug 1: C(=O)(N)NO. Cell line: 786-0. Drug 2: COCCOC1=C(C=C2C(=C1)C(=NC=N2)NC3=CC=CC(=C3)C#C)OCCOC.Cl. (6) Synergy scores: CSS=27.3, Synergy_ZIP=-3.91, Synergy_Bliss=-5.00, Synergy_Loewe=-9.05, Synergy_HSA=-2.89. Cell line: RXF 393. Drug 2: CC1CCCC2(C(O2)CC(NC(=O)CC(C(C(=O)C(C1O)C)(C)C)O)C(=CC3=CSC(=N3)C)C)C. Drug 1: CC1=C(N=C(N=C1N)C(CC(=O)N)NCC(C(=O)N)N)C(=O)NC(C(C2=CN=CN2)OC3C(C(C(C(O3)CO)O)O)OC4C(C(C(C(O4)CO)O)OC(=O)N)O)C(=O)NC(C)C(C(C)C(=O)NC(C(C)O)C(=O)NCCC5=NC(=CS5)C6=NC(=CS6)C(=O)NCCC[S+](C)C)O. (7) Drug 1: C1CCC(C1)C(CC#N)N2C=C(C=N2)C3=C4C=CNC4=NC=N3. Drug 2: C1CCC(C(C1)N)N.C(=O)(C(=O)[O-])[O-].[Pt+4]. Cell line: HOP-62. Synergy scores: CSS=8.72, Synergy_ZIP=5.07, Synergy_Bliss=6.89, Synergy_Loewe=-4.19, Synergy_HSA=5.39.